This data is from CYP3A4 inhibition data for predicting drug metabolism from PubChem BioAssay. The task is: Regression/Classification. Given a drug SMILES string, predict its absorption, distribution, metabolism, or excretion properties. Task type varies by dataset: regression for continuous measurements (e.g., permeability, clearance, half-life) or binary classification for categorical outcomes (e.g., BBB penetration, CYP inhibition). Dataset: cyp3a4_veith. (1) The drug is COc1ccc(NC(=O)COC(=O)c2ccc(OCc3c(C)noc3C)cc2)cc1OC. The result is 1 (inhibitor). (2) The drug is COc1ccccc1-c1cncnc1NCCc1cnc[nH]1. The result is 1 (inhibitor). (3) The compound is CCOCCN1CCC(OC(C)=O)C(C)C1.Cl. The result is 0 (non-inhibitor). (4) The molecule is Clc1ccc(-c2nnc(CCc3ccccc3)o2)c(Cl)c1. The result is 0 (non-inhibitor). (5) The compound is COCCNc1ncnc2ccc(-c3ccc(N(C)C)cc3)cc12. The result is 1 (inhibitor). (6) The molecule is C[C@]12CC[C@H]3c4ccc(O)cc4CC[C@@H]3[C@@H]1CCC2=O. The result is 0 (non-inhibitor). (7) The molecule is O=c1c(-c2ccc(F)cc2)nc2cnc(N3CCNCC3)nc2n1Cc1cccs1. The result is 1 (inhibitor).